From a dataset of Forward reaction prediction with 1.9M reactions from USPTO patents (1976-2016). Predict the product of the given reaction. (1) The product is: [CH3:1][N:2]([CH3:6])[CH2:3][CH2:4][NH:5][C:8]1[N:9]=[N+:10]([O-:21])[C:11]2[C:20]3[CH2:19][CH2:18][CH2:17][C:16]=3[CH:15]=[CH:14][C:12]=2[N:13]=1. Given the reactants [CH3:1][N:2]([CH3:6])[CH2:3][CH2:4][NH2:5].Cl[C:8]1[N:9]=[N+:10]([O-:21])[C:11]2[C:20]3[CH2:19][CH2:18][CH2:17][C:16]=3[CH:15]=[CH:14][C:12]=2[N:13]=1, predict the reaction product. (2) The product is: [CH2:35]([O:37][C:38](=[O:48])[CH2:39][C:40]1[CH:41]=[C:42]([C:20]2[CH:21]=[CH:22][CH:23]=[C:18]([C:17]3[O:16][N:15]=[C:14]([CH3:33])[C:13]=3[NH:12][C:11]([O:10][CH:8]([C:3]3[CH:4]=[CH:5][CH:6]=[CH:7][C:2]=3[Cl:1])[CH3:9])=[O:34])[CH:19]=2)[C:43]([F:46])=[CH:44][CH:45]=1)[CH3:36]. Given the reactants [Cl:1][C:2]1[CH:7]=[CH:6][CH:5]=[CH:4][C:3]=1[CH:8]([O:10][C:11](=[O:34])[NH:12][C:13]1[C:14]([CH3:33])=[N:15][O:16][C:17]=1[C:18]1[CH:23]=[CH:22][CH:21]=[C:20](B2OC(C)(C)C(C)(C)O2)[CH:19]=1)[CH3:9].[CH2:35]([O:37][C:38](=[O:48])[CH2:39][C:40]1[CH:45]=[CH:44][C:43]([F:46])=[C:42](Br)[CH:41]=1)[CH3:36], predict the reaction product. (3) Given the reactants [H-].[Na+].[CH3:3][S:4][C:5]1[CH:10]=[CH:9][C:8]([N:11]2[CH2:15][C@H:14]([CH2:16]OS(C)(=O)=O)[O:13][C:12]2=[O:22])=[CH:7][CH:6]=1.[NH:23]1[CH:27]=[CH:26][CH:25]=[N:24]1, predict the reaction product. The product is: [CH3:3][S:4][C:5]1[CH:10]=[CH:9][C:8]([N:11]2[CH2:15][C@H:14]([CH2:16][N:23]3[CH:27]=[CH:26][CH:25]=[N:24]3)[O:13][C:12]2=[O:22])=[CH:7][CH:6]=1. (4) Given the reactants C(O[C:6]([N:8]1[CH2:12][C:11](=[N:13][O:14][CH3:15])[CH2:10][C@H:9]1[C:16]([OH:18])=O)=[O:7])(C)(C)C.[C:19]([C:21]1[CH:29]=[CH:28][C:24](C(Cl)=O)=[CH:23][CH:22]=1)#[N:20].[CH2:30]([N:32]([CH2:36][CH3:37])[CH2:33][CH2:34][NH2:35])[CH3:31], predict the reaction product. The product is: [C:19]([C:21]1[CH:22]=[CH:23][C:24]([C:6]([N:8]2[CH2:12][C:11](=[N:13][O:14][CH3:15])[CH2:10][C@H:9]2[C:16]([NH:35][CH2:34][CH2:33][N:32]([CH2:36][CH3:37])[CH2:30][CH3:31])=[O:18])=[O:7])=[CH:28][CH:29]=1)#[N:20]. (5) Given the reactants [CH3:1][O:2][C:3]1[CH:4]=[C:5]2[C:10](=[CH:11][C:12]=1[O:13][CH3:14])[CH:9]([NH:15][C:16]1[CH:21]=[C:20]([N:22]3[CH2:27][CH2:26][NH:25][CH2:24][CH2:23]3)[CH:19]=[CH:18][C:17]=1[S:28]([CH3:31])(=[O:30])=[O:29])[CH2:8][CH2:7][CH2:6]2.[ClH:32], predict the reaction product. The product is: [ClH:32].[CH3:1][O:2][C:3]1[CH:4]=[C:5]2[C:10](=[CH:11][C:12]=1[O:13][CH3:14])[CH:9]([NH:15][C:16]1[CH:21]=[C:20]([N:22]3[CH2:23][CH2:24][NH:25][CH2:26][CH2:27]3)[CH:19]=[CH:18][C:17]=1[S:28]([CH3:31])(=[O:30])=[O:29])[CH2:8][CH2:7][CH2:6]2. (6) Given the reactants [CH3:1][C:2]1[N:3]([CH2:23][C:24]([O:26][CH2:27][CH3:28])=[O:25])[C:4]([CH3:22])=[CH:5][C:6]=1[CH2:7][C:8]1[CH:13]=[CH:12][CH:11]=[CH:10][C:9]=1[S:14]([N:17]1[CH2:21][CH2:20][CH2:19][CH2:18]1)(=[O:16])=[O:15].[Cl-].[Cl-].C([Al+2])C.[C:34](Cl)(=[O:41])[C:35]1[CH:40]=[CH:39][CH:38]=[CH:37][CH:36]=1, predict the reaction product. The product is: [C:34]([C:5]1[C:6]([CH2:7][C:8]2[CH:13]=[CH:12][CH:11]=[CH:10][C:9]=2[S:14]([N:17]2[CH2:21][CH2:20][CH2:19][CH2:18]2)(=[O:15])=[O:16])=[C:2]([CH3:1])[N:3]([CH2:23][C:24]([O:26][CH2:27][CH3:28])=[O:25])[C:4]=1[CH3:22])(=[O:41])[C:35]1[CH:40]=[CH:39][CH:38]=[CH:37][CH:36]=1. (7) The product is: [CH:22]([C:2]1[N:7]=[C:6]2[N:8]([CH2:11][C:12]3[CH:13]=[C:14]4[C:19](=[CH:20][CH:21]=3)[N:18]=[CH:17][CH:16]=[CH:15]4)[N:9]=[N:10][C:5]2=[N:4][CH:3]=1)=[CH2:23]. Given the reactants Br[C:2]1[N:7]=[C:6]2[N:8]([CH2:11][C:12]3[CH:13]=[C:14]4[C:19](=[CH:20][CH:21]=3)[N:18]=[CH:17][CH:16]=[CH:15]4)[N:9]=[N:10][C:5]2=[N:4][CH:3]=1.[CH2:22]([Sn](CCCC)(CCCC)C=C)[CH2:23]CC.[NH4+].[Cl-].CCOC(C)=O, predict the reaction product.